The task is: Regression. Given a peptide amino acid sequence and an MHC pseudo amino acid sequence, predict their binding affinity value. This is MHC class II binding data.. This data is from Peptide-MHC class II binding affinity with 134,281 pairs from IEDB. (1) The binding affinity (normalized) is 0.272. The peptide sequence is AGALEVHAVKPVTEE. The MHC is DRB1_0701 with pseudo-sequence DRB1_0701. (2) The peptide sequence is CGKYLFNWAVRTKLKLT. The MHC is DRB1_0701 with pseudo-sequence DRB1_0701. The binding affinity (normalized) is 0. (3) The peptide sequence is KHMILVVVTTLCAII. The MHC is DRB1_0802 with pseudo-sequence DRB1_0802. The binding affinity (normalized) is 0.591. (4) The peptide sequence is DVNYAFLHATDLLPACDG. The binding affinity (normalized) is 0. The MHC is DRB1_0101 with pseudo-sequence DRB1_0101. (5) The MHC is HLA-DQA10301-DQB10302 with pseudo-sequence HLA-DQA10301-DQB10302. The binding affinity (normalized) is 0.194. The peptide sequence is ESWGAVWRIDTPDKL. (6) The peptide sequence is AAATAGMTVYGAFAA. The MHC is HLA-DPA10103-DPB10401 with pseudo-sequence HLA-DPA10103-DPB10401. The binding affinity (normalized) is 0.0455. (7) The peptide sequence is PAAAYATATPAAATA. The MHC is HLA-DQA10401-DQB10402 with pseudo-sequence HLA-DQA10401-DQB10402. The binding affinity (normalized) is 0.572.